This data is from Forward reaction prediction with 1.9M reactions from USPTO patents (1976-2016). The task is: Predict the product of the given reaction. (1) Given the reactants [Br:1][C:2]1[CH:3]=[C:4]2[C:9](=[C:10]([CH3:12])[CH:11]=1)[N:8]=[CH:7][CH:6]=[C:5]2O.P(Cl)(Cl)([Cl:16])=O.[OH-].[NH4+], predict the reaction product. The product is: [Br:1][C:2]1[CH:3]=[C:4]2[C:9](=[C:10]([CH3:12])[CH:11]=1)[N:8]=[CH:7][CH:6]=[C:5]2[Cl:16]. (2) Given the reactants C([NH:14][CH:15]([CH3:22])[CH2:16][CH2:17][C:18]([CH3:21])([OH:20])[CH3:19])(C1C=CC=CC=1)C1C=CC=CC=1, predict the reaction product. The product is: [NH2:14][CH:15]([CH3:22])[CH2:16][CH2:17][C:18]([CH3:21])([OH:20])[CH3:19].